Dataset: Catalyst prediction with 721,799 reactions and 888 catalyst types from USPTO. Task: Predict which catalyst facilitates the given reaction. (1) Reactant: Cl[C:2]1[N:7]=[C:6]([O:8][C:9]2[C:18]3[C:13](=[CH:14][CH:15]=[CH:16][CH:17]=3)[C:12]([NH:19][C:20]([NH:22][C:23]3[N:27]([C:28]4[CH:33]=[CH:32][C:31]([CH3:34])=[CH:30][CH:29]=4)[N:26]=[C:25]([Si:35]([CH3:38])([CH3:37])[CH3:36])[CH:24]=3)=[O:21])=[CH:11][CH:10]=2)[CH:5]=[CH:4][N:3]=1.[NH:39]1[C:47]2[C:42](=[CH:43][C:44]([NH2:48])=[CH:45][CH:46]=2)[CH:41]=[N:40]1. Product: [NH:39]1[C:47]2[C:42](=[CH:43][C:44]([NH:48][C:2]3[N:7]=[C:6]([O:8][C:9]4[C:18]5[C:13](=[CH:14][CH:15]=[CH:16][CH:17]=5)[C:12]([NH:19][C:20]([NH:22][C:23]5[N:27]([C:28]6[CH:33]=[CH:32][C:31]([CH3:34])=[CH:30][CH:29]=6)[N:26]=[C:25]([Si:35]([CH3:38])([CH3:36])[CH3:37])[CH:24]=5)=[O:21])=[CH:11][CH:10]=4)[CH:5]=[CH:4][N:3]=3)=[CH:45][CH:46]=2)[CH:41]=[N:40]1. The catalyst class is: 3. (2) Reactant: [CH3:1][O:2][C:3]([C:5]1([CH2:8][N:9]([C:15]2[C:20]([N+:21]([O-])=O)=[CH:19][N:18]=[C:17]([Cl:24])[N:16]=2)[CH:10]2[CH2:14][CH2:13][CH2:12][CH2:11]2)[CH2:7][CH2:6]1)=[O:4]. Product: [CH3:1][O:2][C:3]([C:5]1([CH2:8][N:9]([C:15]2[C:20]([NH2:21])=[CH:19][N:18]=[C:17]([Cl:24])[N:16]=2)[CH:10]2[CH2:14][CH2:13][CH2:12][CH2:11]2)[CH2:6][CH2:7]1)=[O:4]. The catalyst class is: 153. (3) Reactant: [NH:1]1[CH2:6][CH2:5][CH:4]([CH2:7][C:8]2[N:12]=[C:11]([C:13]3[O:21][C:20]4[CH:19]=[CH:18][N:17]=[CH:16][C:15]=4[CH:14]=3)[O:10][N:9]=2)[CH2:3][CH2:2]1.Cl[C:23]1[CH:33]=[CH:32][C:26]([C:27]([O:29][CH2:30][CH3:31])=[O:28])=[CH:25][N:24]=1.C1CCN2C(=NCCC2)CC1.CC(O)=O. Product: [O:21]1[C:20]2[CH:19]=[CH:18][N:17]=[CH:16][C:15]=2[CH:14]=[C:13]1[C:11]1[O:10][N:9]=[C:8]([CH2:7][CH:4]2[CH2:5][CH2:6][N:1]([C:23]3[CH:33]=[CH:32][C:26]([C:27]([O:29][CH2:30][CH3:31])=[O:28])=[CH:25][N:24]=3)[CH2:2][CH2:3]2)[N:12]=1. The catalyst class is: 16. (4) Reactant: [F:1][C:2]1[CH:3]=[CH:4][CH:5]=[C:6]2[C:10]=1[NH:9][C:8](=[O:11])[C:7]2([CH3:13])[CH3:12].C(O)(=O)C.[Br:18]Br.S([O-])([O-])(=O)=S.[Na+].[Na+]. Product: [Br:18][C:4]1[CH:5]=[C:6]2[C:10](=[C:2]([F:1])[CH:3]=1)[NH:9][C:8](=[O:11])[C:7]2([CH3:13])[CH3:12]. The catalyst class is: 4. (5) Reactant: [OH:1][C:2]1[C:7]2[S:8][CH:9]=[CH:10][C:6]=2[CH:5]=[C:4]([C:11](=[S:13])[NH2:12])[CH:3]=1.Cl[CH:15]([C:21]([CH3:23])=O)[C:16]([O:18][CH2:19][CH3:20])=[O:17]. Product: [CH2:19]([O:18][C:16]([C:15]1[S:13][C:11]([C:4]2[CH:3]=[C:2]([OH:1])[C:7]3[S:8][CH:9]=[CH:10][C:6]=3[CH:5]=2)=[N:12][C:21]=1[CH3:23])=[O:17])[CH3:20]. The catalyst class is: 8. (6) Product: [Cl:4][C:5]1[CH:10]=[CH:9][C:8]([CH3:11])=[CH:7][C:6]=1[NH2:12]. The catalyst class is: 14. Reactant: [Sn](Cl)Cl.[Cl:4][C:5]1[CH:10]=[CH:9][C:8]([CH3:11])=[CH:7][C:6]=1[N+:12]([O-])=O.Cl.